Task: Predict the reactants needed to synthesize the given product.. Dataset: Full USPTO retrosynthesis dataset with 1.9M reactions from patents (1976-2016) (1) The reactants are: Cl[C:2]1[C:7]([C:8]([OH:10])=[O:9])=[C:6]([F:11])[C:5]([NH:12][S:13]([CH2:16][CH2:17][CH3:18])(=[O:15])=[O:14])=[CH:4][CH:3]=1. Given the product [F:11][C:6]1[C:5]([NH:12][S:13]([CH2:16][CH2:17][CH3:18])(=[O:15])=[O:14])=[CH:4][CH:3]=[CH:2][C:7]=1[C:8]([OH:10])=[O:9], predict the reactants needed to synthesize it. (2) Given the product [C:23]([NH:1][C:4]1[CH:5]=[C:6]([CH:10]2[CH2:14][CH2:13][CH2:12][N:11]2[C:15]([O:17][C:18]([CH3:21])([CH3:20])[CH3:19])=[O:16])[CH:7]=[CH:8][CH:9]=1)(=[O:24])[CH3:22], predict the reactants needed to synthesize it. The reactants are: [N+:1]([C:4]1[CH:5]=[C:6]([C:10]2[N:11]([C:15]([O:17][C:18]([CH3:21])([CH3:20])[CH3:19])=[O:16])[CH:12]=[CH:13][CH:14]=2)[CH:7]=[CH:8][CH:9]=1)([O-])=O.[CH3:22][C:23](O)=[O:24].